Dataset: Forward reaction prediction with 1.9M reactions from USPTO patents (1976-2016). Task: Predict the product of the given reaction. (1) Given the reactants [CH3:1][O:2][C:3]1[CH:4]=[C:5]([O:15][C:16]2[CH:21]=[CH:20][C:19]([S:22]([CH3:25])(=[O:24])=[O:23])=[CH:18][N:17]=2)[CH:6]=[C:7]2[C:11]=1[NH:10][C:9]([C:12]([OH:14])=O)=[CH:8]2.Cl.C([N:29]=C=NCCCN(C)C)C.ON1C2C=CC=CC=2N=N1.[OH-].[NH4+], predict the reaction product. The product is: [CH3:1][O:2][C:3]1[CH:4]=[C:5]([O:15][C:16]2[CH:21]=[CH:20][C:19]([S:22]([CH3:25])(=[O:24])=[O:23])=[CH:18][N:17]=2)[CH:6]=[C:7]2[C:11]=1[NH:10][C:9]([C:12]([NH2:29])=[O:14])=[CH:8]2. (2) Given the reactants Cl[C:2]1[CH:3]=[CH:4][C:5]2[CH2:6][N:7]([CH2:19][C:20]#[N:21])[CH2:8][CH:9]([C:13]3[CH:18]=[CH:17][CH:16]=[CH:15][CH:14]=3)[O:10][C:11]=2[N:12]=1.[CH3:22][O:23][C:24]1[CH:25]=[C:26]([CH:28]=[CH:29][C:30]=1[N:31]1[CH:35]=[C:34]([CH3:36])[N:33]=[CH:32]1)[NH2:27], predict the reaction product. The product is: [CH3:22][O:23][C:24]1[CH:25]=[C:26]([NH:27][C:2]2[CH:3]=[CH:4][C:5]3[CH2:6][N:7]([CH2:19][C:20]#[N:21])[CH2:8][CH:9]([C:13]4[CH:18]=[CH:17][CH:16]=[CH:15][CH:14]=4)[O:10][C:11]=3[N:12]=2)[CH:28]=[CH:29][C:30]=1[N:31]1[CH:35]=[C:34]([CH3:36])[N:33]=[CH:32]1. (3) Given the reactants [CH3:1][N:2]1[CH2:7][CH2:6][CH:5]([C:8]2[CH:13]=[CH:12][C:11]([N+:14]([O-])=O)=[CH:10][CH:9]=2)[CH2:4][CH2:3]1.[H][H], predict the reaction product. The product is: [CH3:1][N:2]1[CH2:7][CH2:6][CH:5]([C:8]2[CH:9]=[CH:10][C:11]([NH2:14])=[CH:12][CH:13]=2)[CH2:4][CH2:3]1. (4) Given the reactants [CH3:1][C:2]1([CH3:37])[CH2:6][O:5][C:4]2=[CH:7][C:8]3[O:9][CH2:10][C:11]4([C:35]=3[CH:36]=[C:3]12)[C:19]1[C:14](=[CH:15][CH:16]=[CH:17][CH:18]=1)[N:13]([CH2:20][CH:21]1[CH2:26][CH2:25][N:24](C(OC(C)(C)C)=O)[CH2:23][CH2:22]1)[C:12]4=[O:34].Br, predict the reaction product. The product is: [CH3:1][C:2]1([CH3:37])[CH2:6][O:5][C:4]2=[CH:7][C:8]3[O:9][CH2:10][C:11]4([C:35]=3[CH:36]=[C:3]12)[C:19]1[C:14](=[CH:15][CH:16]=[CH:17][CH:18]=1)[N:13]([CH2:20][CH:21]1[CH2:22][CH2:23][NH:24][CH2:25][CH2:26]1)[C:12]4=[O:34]. (5) Given the reactants [Cl:1][C:2]1[CH:10]=[CH:9][C:5]([C:6](O)=O)=[CH:4][CH:3]=1.[NH2:11][C:12]1[CH:18]=[CH:17][C:16]([N+:19]([O-:21])=[O:20])=[CH:15][C:13]=1[NH2:14], predict the reaction product. The product is: [Cl:1][C:2]1[CH:10]=[CH:9][C:5]([C:6]2[NH:14][C:13]3[CH:15]=[C:16]([N+:19]([O-:21])=[O:20])[CH:17]=[CH:18][C:12]=3[N:11]=2)=[CH:4][CH:3]=1. (6) Given the reactants P12(SP3(SP(SP(S3)(S1)=S)(=S)S2)=S)=[S:2].C[Si](C)(C)O[Si](C)(C)C.[CH2:24]([NH:26][C:27]([NH:29][C:30]1[N:35]=[CH:34][C:33]([C:36]2[CH:37]=[N:38][CH:39]=[C:40]([C:42]([NH:44][NH:45][C:46](=O)[CH:47]([CH3:49])[CH3:48])=O)[CH:41]=2)=[C:32]([C:51]2[S:52][CH:53]=[C:54]([C:56]([F:59])([F:58])[F:57])[N:55]=2)[CH:31]=1)=[O:28])[CH3:25].C(=O)([O-])[O-].[K+].[K+], predict the reaction product. The product is: [CH2:24]([NH:26][C:27]([NH:29][C:30]1[N:35]=[CH:34][C:33]([C:36]2[CH:37]=[N:38][CH:39]=[C:40]([C:42]3[S:2][C:46]([CH:47]([CH3:48])[CH3:49])=[N:45][N:44]=3)[CH:41]=2)=[C:32]([C:51]2[S:52][CH:53]=[C:54]([C:56]([F:58])([F:57])[F:59])[N:55]=2)[CH:31]=1)=[O:28])[CH3:25]. (7) The product is: [CH2:1]([C:3]1[O:7][N:6]=[C:5]([C:8]2[S:12][C:11]([NH2:13])=[N:10][C:9]=2[C:18]2[CH:23]=[CH:22][CH:21]=[CH:20][CH:19]=2)[N:4]=1)[CH3:2]. Given the reactants [CH2:1]([C:3]1[O:7][N:6]=[C:5]([C:8]2[S:12][C:11]([NH:13]C(=O)CC)=[N:10][C:9]=2[C:18]2[CH:23]=[CH:22][CH:21]=[CH:20][CH:19]=2)[N:4]=1)[CH3:2].Cl.C([O-])(O)=O.[Na+], predict the reaction product. (8) Given the reactants [Br:1][C:2]1[CH:3]=[C:4]2[C:9](Cl)=[C:8]([C:11]([NH2:13])=[O:12])[CH:7]=[N:6][N:5]2[CH:14]=1.[NH2:15][C@H:16]1[CH2:21][CH2:20][CH2:19][N:18]([C:22]([O:24][C:25]([CH3:28])([CH3:27])[CH3:26])=[O:23])[CH2:17]1.CCN(C(C)C)C(C)C.O, predict the reaction product. The product is: [Br:1][C:2]1[CH:3]=[C:4]2[C:9]([NH:15][C@H:16]3[CH2:21][CH2:20][CH2:19][N:18]([C:22]([O:24][C:25]([CH3:28])([CH3:27])[CH3:26])=[O:23])[CH2:17]3)=[C:8]([C:11](=[O:12])[NH2:13])[CH:7]=[N:6][N:5]2[CH:14]=1. (9) Given the reactants [CH2:1]([N:4]([CH:44]1[CH2:49][CH2:48][CH2:47][CH2:46][CH2:45]1)[C:5](=[O:43])[C:6]1[CH:11]=[CH:10][C:9]([N:12]2[CH2:17][CH2:16][N:15]([CH2:18][CH2:19][CH2:20][CH2:21][C:22]3([C:35](=[O:42])[NH:36][CH2:37][C:38]([F:41])([F:40])[F:39])[C:34]4[CH:33]=[CH:32][CH:31]=[CH:30][C:29]=4[C:28]4[C:23]3=[CH:24][CH:25]=[CH:26][CH:27]=4)[CH2:14][CH2:13]2)=[N:8][CH:7]=1)[CH:2]=[CH2:3], predict the reaction product. The product is: [CH:44]1([N:4]([CH2:1][CH2:2][CH3:3])[C:5](=[O:43])[C:6]2[CH:11]=[CH:10][C:9]([N:12]3[CH2:17][CH2:16][N:15]([CH2:18][CH2:19][CH2:20][CH2:21][C:22]4([C:35](=[O:42])[NH:36][CH2:37][C:38]([F:41])([F:39])[F:40])[C:23]5[CH:24]=[CH:25][CH:26]=[CH:27][C:28]=5[C:29]5[C:34]4=[CH:33][CH:32]=[CH:31][CH:30]=5)[CH2:14][CH2:13]3)=[N:8][CH:7]=2)[CH2:45][CH2:46][CH2:47][CH2:48][CH2:49]1.